Dataset: Full USPTO retrosynthesis dataset with 1.9M reactions from patents (1976-2016). Task: Predict the reactants needed to synthesize the given product. (1) The reactants are: [CH3:1][C:2]1([CH3:17])[C:6]([CH3:8])([CH3:7])[O:5][B:4]([C:9]2[S:13][C:12]([C:14]([OH:16])=O)=[CH:11][CH:10]=2)[O:3]1.O[N:19]1[C:23]2[CH:24]=[CH:25][CH:25]=[CH:24][C:23]=2[N:19]=N1.C1(N=C=NC2CCCCC2)CCCCC1.C1(N)CC1. Given the product [CH:23]1([NH:19][C:14]([C:12]2[S:13][C:9]([B:4]3[O:5][C:6]([CH3:7])([CH3:8])[C:2]([CH3:1])([CH3:17])[O:3]3)=[CH:10][CH:11]=2)=[O:16])[CH2:24][CH2:25]1, predict the reactants needed to synthesize it. (2) The reactants are: [OH:1][C:2]1[C:11]2[C:6](=[CH:7][C:8]([OH:12])=[CH:9][CH:10]=2)[CH:5]=[CH:4][CH:3]=1.N(S([O-])(=O)=O)(S([O-])(=O)=[O:16])[O].[K+].[K+]. Given the product [OH:12][C:8]1[CH:7]=[C:6]2[C:11](=[CH:10][CH:9]=1)[C:2](=[O:1])[CH:3]=[CH:4][C:5]2=[O:16], predict the reactants needed to synthesize it. (3) Given the product [CH2:1]([O:8][C:9]1[C:10]([O:19][CH3:20])=[CH:11][C:12]([Br:18])=[C:13]([CH:14]=1)[NH2:15])[C:2]1[CH:3]=[CH:4][CH:5]=[CH:6][CH:7]=1, predict the reactants needed to synthesize it. The reactants are: [CH2:1]([O:8][C:9]1[CH:14]=[C:13]([N+:15]([O-])=O)[C:12]([Br:18])=[CH:11][C:10]=1[O:19][CH3:20])[C:2]1[CH:7]=[CH:6][CH:5]=[CH:4][CH:3]=1.C(O)C.Cl. (4) Given the product [CH3:19][C@@H:15]1[CH2:16][CH2:17][CH2:18][N:14]1[CH2:13][CH2:12][C:7]1[N:8]=[CH:9][C:10]2[C:5]([CH:6]=1)=[CH:4][CH:3]=[C:2]([C:25]1[CH:26]=[CH:27][C:22]([C:20]#[N:21])=[CH:23][CH:24]=1)[CH:11]=2, predict the reactants needed to synthesize it. The reactants are: Br[C:2]1[CH:11]=[C:10]2[C:5]([CH:6]=[C:7]([CH2:12][CH2:13][N:14]3[CH2:18][CH2:17][CH2:16][C@H:15]3[CH3:19])[N:8]=[CH:9]2)=[CH:4][CH:3]=1.[C:20]([C:22]1[CH:27]=[CH:26][C:25](B(O)O)=[CH:24][CH:23]=1)#[N:21].P([O-])([O-])([O-])=O.[K+].[K+].[K+]. (5) Given the product [N:22]1([S:19]([C:15]2[CH:14]=[C:13]([N:5]3[C:4](=[O:32])[C:3]4[C:8](=[CH:9][CH:10]=[CH:11][C:2]=4[N:1]4[CH:38]=[N:35][N:34]=[N:33]4)[NH:7][C:6]3=[O:12])[CH:18]=[CH:17][CH:16]=2)(=[O:21])=[O:20])[C:31]2[C:26](=[CH:27][CH:28]=[CH:29][CH:30]=2)[CH2:25][CH2:24][CH2:23]1, predict the reactants needed to synthesize it. The reactants are: [NH2:1][C:2]1[CH:11]=[CH:10][CH:9]=[C:8]2[C:3]=1[C:4](=[O:32])[N:5]([C:13]1[CH:18]=[CH:17][CH:16]=[C:15]([S:19]([N:22]3[C:31]4[C:26](=[CH:27][CH:28]=[CH:29][CH:30]=4)[CH2:25][CH2:24][CH2:23]3)(=[O:21])=[O:20])[CH:14]=1)[C:6](=[O:12])[NH:7]2.[N-:33]=[N+:34]=[N-:35].[Na+].O.[C:38](O)(=O)C.